This data is from Full USPTO retrosynthesis dataset with 1.9M reactions from patents (1976-2016). The task is: Predict the reactants needed to synthesize the given product. (1) Given the product [F:6][C:7]1[C:16]2[CH:17]=[CH:18][C:19](=[O:20])[N:14]3[C:15]=2[C:10]([C:11](=[CH2:1])[CH2:12][CH2:13]3)=[CH:9][CH:8]=1, predict the reactants needed to synthesize it. The reactants are: [CH2:1]([Li])CCC.[F:6][C:7]1[C:16]2[CH:17]=[CH:18][C:19](=[O:20])[N:14]3[C:15]=2[C:10]([C:11](=O)[CH2:12][CH2:13]3)=[CH:9][CH:8]=1. (2) Given the product [Cl:8][C:9]1[CH:10]=[C:11]([C@H:12]([OH:13])[C@@H:14]2[CH2:19][CH2:18][CH2:17][N:16]([C:20]([O:22][C:23]([CH3:25])([CH3:24])[CH3:26])=[O:21])[CH2:15]2)[CH:27]=[C:28]([F:30])[CH:29]=1, predict the reactants needed to synthesize it. The reactants are: C1(C)C=CC=CC=1.[Cl:8][C:9]1[CH:10]=[C:11]([CH:27]=[C:28]([F:30])[CH:29]=1)[C:12]([C@@H:14]1[CH2:19][CH2:18][CH2:17][N:16]([C:20]([O:22][C:23]([CH3:26])([CH3:25])[CH3:24])=[O:21])[CH2:15]1)=[O:13].CO.